This data is from Peptide-MHC class II binding affinity with 134,281 pairs from IEDB. The task is: Regression. Given a peptide amino acid sequence and an MHC pseudo amino acid sequence, predict their binding affinity value. This is MHC class II binding data. The peptide sequence is ATATATSAVGAPTGA. The MHC is DRB1_1302 with pseudo-sequence DRB1_1302. The binding affinity (normalized) is 0.